Dataset: Full USPTO retrosynthesis dataset with 1.9M reactions from patents (1976-2016). Task: Predict the reactants needed to synthesize the given product. (1) Given the product [OH:27][CH2:28][CH2:29][NH:30][C:31](=[O:32])[C:33]1[CH:40]=[CH:39][C:36]([C:37]2[NH:10][C:9]3[CH:8]=[CH:7][C:6]([NH:13][C:14](=[O:26])[C:15]4[CH:20]=[CH:19][C:18]([N:21]5[CH2:25][CH2:24][CH2:23][CH2:22]5)=[CH:17][CH:16]=4)=[CH:5][C:4]=3[N:1]=2)=[CH:35][CH:34]=1, predict the reactants needed to synthesize it. The reactants are: [N+:1]([C:4]1[CH:5]=[C:6]([NH:13][C:14](=[O:26])[C:15]2[CH:20]=[CH:19][C:18]([N:21]3[CH2:25][CH2:24][CH2:23][CH2:22]3)=[CH:17][CH:16]=2)[CH:7]=[CH:8][C:9]=1[N+:10]([O-])=O)([O-])=O.[OH:27][CH2:28][CH2:29][NH:30][C:31]([C:33]1[CH:40]=[CH:39][C:36]([CH:37]=O)=[CH:35][CH:34]=1)=[O:32]. (2) Given the product [Cl:8][C:5]1[CH:6]=[CH:7][C:2]2[N:1]=[C:16]([CH:13]3[CH2:14][CH2:15][NH:10][CH2:11][CH2:12]3)[O:9][C:3]=2[CH:4]=1, predict the reactants needed to synthesize it. The reactants are: [NH2:1][C:2]1[CH:7]=[CH:6][C:5]([Cl:8])=[CH:4][C:3]=1[OH:9].[N:10]1(C(OC(C)(C)C)=O)[CH2:15][CH2:14][CH:13]([C:16]([O-])=O)[CH2:12][CH2:11]1. (3) Given the product [C:1]1([CH2:7][CH2:8][NH:20][C@@H:10]2[C:19]3[C:14](=[CH:15][CH:16]=[CH:17][CH:18]=3)[CH2:13][CH2:12][CH2:11]2)[CH:6]=[CH:5][CH:4]=[CH:3][CH:2]=1, predict the reactants needed to synthesize it. The reactants are: [C:1]1([CH2:7][CH:8]=O)[CH:6]=[CH:5][CH:4]=[CH:3][CH:2]=1.[C@@H:10]1([NH2:20])[C:19]2[C:14](=[CH:15][CH:16]=[CH:17][CH:18]=2)[CH2:13][CH2:12][CH2:11]1. (4) Given the product [C:1]([C:5]1[CH:9]=[C:8]([NH:10][C:11]([NH:13][C@@H:14]2[C:23]3[C:18](=[CH:19][CH:20]=[CH:21][CH:22]=3)[C@H:17]([O:24][C:25]3[CH:26]=[CH:27][C:28]4[N:29]([C:31]([N:34]5[CH2:39][CH2:38][CH2:37][CH2:36][C@@H:35]5[CH3:40])=[N:32][N:33]=4)[CH:30]=3)[CH2:16][CH2:15]2)=[O:12])[N:7]([C:41]2[CH:42]=[N:43][N:44]([CH2:46][CH2:47][OH:48])[CH:45]=2)[N:6]=1)([CH3:2])([CH3:3])[CH3:4], predict the reactants needed to synthesize it. The reactants are: [C:1]([C:5]1[CH:9]=[C:8]([NH:10][C:11]([NH:13][C@@H:14]2[C:23]3[C:18](=[CH:19][CH:20]=[CH:21][CH:22]=3)[C@H:17]([O:24][C:25]3[CH:26]=[CH:27][C:28]4[N:29]([C:31]([N:34]5[CH2:39][CH2:38][CH2:37][CH2:36][C@@H:35]5[CH3:40])=[N:32][N:33]=4)[CH:30]=3)[CH2:16][CH2:15]2)=[O:12])[N:7]([C:41]2[CH:42]=[N:43][N:44]([CH2:46][CH2:47][O:48]C3CCCCO3)[CH:45]=2)[N:6]=1)([CH3:4])([CH3:3])[CH3:2].C1(C)C=CC(S([O-])(=O)=O)=CC=1.[NH+]1C=CC=CC=1.O.C([O-])(O)=O.[Na+].